From a dataset of Full USPTO retrosynthesis dataset with 1.9M reactions from patents (1976-2016). Predict the reactants needed to synthesize the given product. (1) Given the product [Cl:23][C:24]1[CH:31]=[CH:30][C:27]([CH:28]([OH:29])[C:13]2([C:16]([O:18][C:19]([CH3:22])([CH3:21])[CH3:20])=[O:17])[CH2:15][CH2:14]2)=[CH:26][C:25]=1[N+:32]([O-:34])=[O:33], predict the reactants needed to synthesize it. The reactants are: C([Li])CCC.C(NC(C)C)(C)C.[CH:13]1([C:16]([O:18][C:19]([CH3:22])([CH3:21])[CH3:20])=[O:17])[CH2:15][CH2:14]1.[Cl:23][C:24]1[CH:31]=[CH:30][C:27]([CH:28]=[O:29])=[CH:26][C:25]=1[N+:32]([O-:34])=[O:33].[Cl-].[NH4+]. (2) Given the product [N+:15](=[CH:17][C:12](=[O:13])[CH2:11][CH2:10][C:5]1[CH:6]=[CH:7][CH:8]=[CH:9][C:4]=1[CH:1]([CH3:3])[CH3:2])=[N-:16], predict the reactants needed to synthesize it. The reactants are: [CH:1]([C:4]1[CH:9]=[CH:8][CH:7]=[CH:6][C:5]=1[CH2:10][CH2:11][C:12](Cl)=[O:13])([CH3:3])[CH3:2].[N+:15](=[CH2:17])=[N-:16]. (3) Given the product [I:1][C:2]1[CH:3]=[C:4]2[C:8](=[CH:9][CH:10]=1)[NH:7][C:6](=[O:11])[C:5]2=[N:32][NH:31][C:29](=[O:30])[C:28]1[CH:27]=[CH:26][C:25]([O:24][C:23]2[CH:22]=[CH:21][C:20]([CH2:19][N:15]3[CH2:16][CH2:17][O:39][CH2:37][CH2:14]3)=[CH:36][CH:35]=2)=[CH:34][CH:33]=1, predict the reactants needed to synthesize it. The reactants are: [I:1][C:2]1[CH:3]=[C:4]2[C:8](=[CH:9][CH:10]=1)[NH:7][C:6](=[O:11])[C:5]2=O.O1C[CH2:17][CH2:16][N:15]([CH2:19][C:20]2[CH:36]=[CH:35][C:23]([O:24][C:25]3[CH:34]=[CH:33][C:28]([C:29]([NH:31][NH2:32])=[O:30])=[CH:27][CH:26]=3)=[CH:22][CH:21]=2)[CH2:14]1.[C:37](O)(=[O:39])C.